Predict which catalyst facilitates the given reaction. From a dataset of Catalyst prediction with 721,799 reactions and 888 catalyst types from USPTO. (1) The catalyst class is: 78. Product: [NH2:18][C:16]1[CH:15]=[CH:14][C:7]2[N:8]([CH2:9][C:10]([F:13])([F:12])[F:11])[C@H:3]([CH2:1][CH3:2])[CH2:4][O:5][C:6]=2[CH:17]=1. Reactant: [CH2:1]([C@H:3]1[N:8]([CH2:9][C:10]([F:13])([F:12])[F:11])[C:7]2[CH:14]=[CH:15][C:16]([N+:18]([O-])=O)=[CH:17][C:6]=2[O:5][CH2:4]1)[CH3:2]. (2) Reactant: Br[C:2]1[CH:3]=[C:4]([N:12]2[C:16]([CH3:17])=[CH:15][CH:14]=[C:13]2[CH3:18])[CH:5]=[C:6]([C:8]([F:11])([F:10])[F:9])[CH:7]=1.[CH3:19][N:20]1[CH2:25][CH2:24][NH:23][CH2:22][CH2:21]1.C(=O)([O-])[O-].[Cs+].[Cs+]. Product: [CH3:18][C:13]1[N:12]([C:4]2[CH:3]=[C:2]([N:23]3[CH2:24][CH2:25][N:20]([CH3:19])[CH2:21][CH2:22]3)[CH:7]=[C:6]([C:8]([F:11])([F:10])[F:9])[CH:5]=2)[C:16]([CH3:17])=[CH:15][CH:14]=1. The catalyst class is: 835. (3) Reactant: Br[CH2:2][C:3]1[C:12]([O:13][Si:14]([C:17]([CH3:20])([CH3:19])[CH3:18])([CH3:16])[CH3:15])=[CH:11][CH:10]=[CH:9][C:4]=1[C:5]([O:7]C)=O.Cl.[NH2:22][CH:23]([C:30]([NH2:32])=[O:31])[CH2:24][CH2:25][C:26]([O:28][CH3:29])=[O:27].CCN(C(C)C)C(C)C. The catalyst class is: 10. Product: [CH3:29][O:28][C:26](=[O:27])[CH2:25][CH2:24][CH:23]([N:22]1[CH2:2][C:3]2[C:4](=[CH:9][CH:10]=[CH:11][C:12]=2[O:13][Si:14]([C:17]([CH3:20])([CH3:19])[CH3:18])([CH3:16])[CH3:15])[C:5]1=[O:7])[C:30](=[O:31])[NH2:32]. (4) Reactant: [Cl:1][C:2]1[CH:3]=[CH:4][C:5]2[O:9][C:8]([SH:10])=[C:7]([CH3:11])[C:6]=2[CH:12]=1.Cl[C:14]1[N:15]=[N:16][C:17](OC)=[CH:18][CH:19]=1.C(=O)([O-])[O-].[K+].[K+]. Product: [Cl:1][C:2]1[CH:3]=[CH:4][C:5]2[O:9][C:8]([S:10][C:17]3[N:16]=[N:15][CH:14]=[CH:19][CH:18]=3)=[C:7]([CH3:11])[C:6]=2[CH:12]=1. The catalyst class is: 9.